Dataset: Forward reaction prediction with 1.9M reactions from USPTO patents (1976-2016). Task: Predict the product of the given reaction. (1) Given the reactants [Li]CCCC.[F:6][C:7]1[CH:12]=[CH:11][C:10]([C:13]2[O:14][CH:15]=[CH:16][N:17]=2)=[CH:9][CH:8]=1.[C:18]([C:21]1[CH:26]=[CH:25][N:24]=[CH:23][CH:22]=1)(=[O:20])[CH3:19], predict the reaction product. The product is: [F:6][C:7]1[CH:8]=[CH:9][C:10]([C:13]2[O:14][C:15]([C:18]([C:21]3[CH:26]=[CH:25][N:24]=[CH:23][CH:22]=3)([OH:20])[CH3:19])=[CH:16][N:17]=2)=[CH:11][CH:12]=1. (2) Given the reactants C[O:2][C:3](=[O:27])[CH:4]=[CH:5][C:6]1[CH:11]=[CH:10][CH:9]=[C:8]([C:12]2[O:13][C:14]3[CH:20]=[CH:19][C:18]([C:21]4[CH:26]=[CH:25][CH:24]=[CH:23][CH:22]=4)=[CH:17][C:15]=3[N:16]=2)[CH:7]=1.CO.[OH-].[Na+], predict the reaction product. The product is: [C:21]1([C:18]2[CH:19]=[CH:20][C:14]3[O:13][C:12]([C:8]4[CH:7]=[C:6]([CH:5]=[CH:4][C:3]([OH:27])=[O:2])[CH:11]=[CH:10][CH:9]=4)=[N:16][C:15]=3[CH:17]=2)[CH:22]=[CH:23][CH:24]=[CH:25][CH:26]=1.